Dataset: Forward reaction prediction with 1.9M reactions from USPTO patents (1976-2016). Task: Predict the product of the given reaction. (1) The product is: [F:1][C:2]1[C:3]2[NH:12][C:14](=[O:16])[N:8]([CH:9]([CH3:10])[CH3:11])[C:4]=2[CH:5]=[CH:6][CH:7]=1. Given the reactants [F:1][C:2]1[CH:7]=[CH:6][CH:5]=[C:4]([NH:8][CH:9]([CH3:11])[CH3:10])[C:3]=1[NH2:12].Cl[C:14](Cl)([O:16]C(=O)OC(Cl)(Cl)Cl)Cl.O, predict the reaction product. (2) Given the reactants [F:1][C:2]1[C:7]([F:8])=[CH:6][CH:5]=[CH:4][C:3]=1[C:9]1[N:17]=[C:12]2[CH:13]=[N:14][NH:15][CH:16]=[C:11]2[N:10]=1.Cl[CH2:19][C:20]1[O:24][N:23]=[C:22]([C:25]2[CH:38]=[CH:37][C:28]([CH2:29][O:30][C:31]3[CH:32]=[N:33][CH:34]=[CH:35][CH:36]=3)=[CH:27][CH:26]=2)[CH:21]=1, predict the reaction product. The product is: [F:1][C:2]1[C:7]([F:8])=[CH:6][CH:5]=[CH:4][C:3]=1[C:9]1[N:17]=[C:12]2[CH:13]=[N:14][N:15]([CH2:19][C:20]3[O:24][N:23]=[C:22]([C:25]4[CH:26]=[CH:27][C:28]([CH2:29][O:30][C:31]5[CH:32]=[N:33][CH:34]=[CH:35][CH:36]=5)=[CH:37][CH:38]=4)[CH:21]=3)[CH:16]=[C:11]2[N:10]=1. (3) Given the reactants [CH3:1][S:2][C:3]1[N:4]=[C:5]([NH:14][C:15]2[CH:20]=[CH:19][CH:18]=[C:17]([C:21]([F:24])([F:23])[F:22])[CH:16]=2)[C:6]2[C:12](=[O:13])[NH:11][CH:10]=[CH:9][C:7]=2[N:8]=1.[Br:25]N1C(=O)CCC1=O, predict the reaction product. The product is: [Br:25][C:9]1[C:7]2[N:8]=[C:3]([S:2][CH3:1])[N:4]=[C:5]([NH:14][C:15]3[CH:20]=[CH:19][CH:18]=[C:17]([C:21]([F:22])([F:24])[F:23])[CH:16]=3)[C:6]=2[C:12](=[O:13])[NH:11][CH:10]=1. (4) The product is: [Cl:1][C:2]1[N:3]=[N:4][C:5]([C:11]2[CH:12]=[CH:13][CH:14]=[CH:15][C:10]=2[F:9])=[CH:6][CH:7]=1. Given the reactants [Cl:1][C:2]1[N:3]=[N:4][C:5](Cl)=[CH:6][CH:7]=1.[F:9][C:10]1[CH:15]=[CH:14][CH:13]=[CH:12][C:11]=1B(O)O.C(=O)([O-])[O-].[K+].[K+], predict the reaction product. (5) Given the reactants [C:1]1([N:7]([C:25]2[CH:30]=[CH:29][CH:28]=[CH:27][CH:26]=2)[C:8]2[CH:13]=[CH:12][C:11]([CH:14]([C:19]3[CH:24]=[CH:23][CH:22]=[CH:21][CH:20]=3)[Si](C)(C)C)=[CH:10][CH:9]=2)[CH:6]=[CH:5][CH:4]=[CH:3][CH:2]=1.C([Li])CCC.[Br:36][C:37]1[CH:38]=[C:39]2[C:44](=[CH:45][CH:46]=1)[CH:43]=[C:42]([CH:47]=O)[CH:41]=[CH:40]2, predict the reaction product. The product is: [Br:36][C:37]1[CH:38]=[C:39]2[C:44](=[CH:45][CH:46]=1)[CH:43]=[C:42](/[CH:47]=[C:14](/[C:11]1[CH:10]=[CH:9][C:8]([N:7]([C:25]3[CH:26]=[CH:27][CH:28]=[CH:29][CH:30]=3)[C:1]3[CH:6]=[CH:5][CH:4]=[CH:3][CH:2]=3)=[CH:13][CH:12]=1)\[C:19]1[CH:20]=[CH:21][CH:22]=[CH:23][CH:24]=1)[CH:41]=[CH:40]2. (6) The product is: [Cl:1][C:2]1[CH:9]=[C:8]([F:10])[CH:7]=[CH:6][C:3]=1[CH2:4][N:18]1[C:26]2[C:21](=[CH:22][CH:23]=[C:24]([CH2:27][C:28]([OH:30])=[O:29])[CH:25]=2)[CH:20]=[CH:19]1.[CH2:11]([N:18]1[C:26]2[C:21](=[CH:22][CH:23]=[C:24]([CH2:27][C:28]([OH:30])=[O:29])[CH:25]=2)[CH:20]=[CH:19]1)[C:12]1[CH:13]=[CH:14][CH:15]=[CH:16][CH:17]=1. Given the reactants [Cl:1][C:2]1[CH:9]=[C:8]([F:10])[CH:7]=[CH:6][C:3]=1[CH2:4]Cl.[CH2:11]([N:18]1[C:26]2[C:21](=[CH:22][CH:23]=[C:24]([CH2:27][C:28]([OH:30])=[O:29])[CH:25]=2)[CH:20]=[CH:19]1)[C:12]1[CH:17]=[CH:16][CH:15]=[CH:14][CH:13]=1, predict the reaction product.